From a dataset of Catalyst prediction with 721,799 reactions and 888 catalyst types from USPTO. Predict which catalyst facilitates the given reaction. (1) Reactant: [F:1][C:2]1[CH:23]=[CH:22][C:5]([CH2:6][NH:7][C:8]([C:10]2[N:11]=[C:12]([CH2:19][CH:20]=O)[N:13]([CH3:18])[C:14](=[O:17])[C:15]=2[OH:16])=[O:9])=[CH:4][CH:3]=1.C([O-])(=O)C.[Na+].[C:29]([N:37]1[CH2:42][CH2:41][NH:40][CH2:39][CH2:38]1)(=[O:36])[C:30]1[CH:35]=[CH:34][CH:33]=[CH:32][CH:31]=1.C([BH3-])#N.[Na+]. Product: [C:29]([N:37]1[CH2:42][CH2:41][N:40]([CH2:20][CH2:19][C:12]2[N:13]([CH3:18])[C:14](=[O:17])[C:15]([OH:16])=[C:10]([C:8]([NH:7][CH2:6][C:5]3[CH:22]=[CH:23][C:2]([F:1])=[CH:3][CH:4]=3)=[O:9])[N:11]=2)[CH2:39][CH2:38]1)(=[O:36])[C:30]1[CH:35]=[CH:34][CH:33]=[CH:32][CH:31]=1. The catalyst class is: 5. (2) Reactant: [CH3:1][O:2][C:3]1[CH:4]=[C:5]([CH2:9][NH:10][C:11](=[O:31])[O:12][CH2:13][C@H:14]2[CH2:18][C@@H:17]([NH:19][S:20]([C:23]3[CH:28]=[C:27]([Br:29])[CH:26]=[CH:25][C:24]=3[Br:30])(=[O:22])=[O:21])[CH2:16][NH:15]2)[CH:6]=[CH:7][CH:8]=1.C[CH2:33][N:34](C(C)C)C(C)C.BrC#N.C(O)C(N)(CO)CO. Product: [CH3:1][O:2][C:3]1[CH:4]=[C:5]([CH2:9][NH:10][C:11](=[O:31])[O:12][CH2:13][C@H:14]2[CH2:18][C@@H:17]([NH:19][S:20]([C:23]3[CH:28]=[C:27]([Br:29])[CH:26]=[CH:25][C:24]=3[Br:30])(=[O:21])=[O:22])[CH2:16][N:15]2[C:33]#[N:34])[CH:6]=[CH:7][CH:8]=1. The catalyst class is: 2. (3) Reactant: CO.C(OC([N:13]1[CH2:17][CH2:16][C@H:15]2[N:18]([C:25](=[O:32])[C:26]3[CH:31]=[CH:30][CH:29]=[CH:28][CH:27]=3)[CH2:19][C:20]([O:23][CH3:24])([O:21][CH3:22])[C@@H:14]12)=O)C1C=CC=CC=1.[H][H]. Product: [CH3:24][O:23][C:20]1([O:21][CH3:22])[CH2:19][N:18]([C:25]([C:26]2[CH:31]=[CH:30][CH:29]=[CH:28][CH:27]=2)=[O:32])[C@@H:15]2[CH2:16][CH2:17][NH:13][C@H:14]12. The catalyst class is: 63. (4) Reactant: [Br:1][C:2]1[N:7]=[CH:6][C:5]([NH:8][C:9](=O)[O:10]C2C=CC=CC=2)=[CH:4][CH:3]=1.[NH:18]1[CH2:23][CH2:22][C:21](=[CH:24][C:25]2[CH:26]=[C:27]([CH:39]=[CH:40][CH:41]=2)[O:28][C:29]2[CH:34]=[CH:33][C:32]([C:35]([F:38])([F:37])[F:36])=[CH:31][N:30]=2)[CH2:20][CH2:19]1.C(N(CC)CC)C. Product: [F:37][C:35]([F:38])([F:36])[C:32]1[CH:33]=[CH:34][C:29]([O:28][C:27]2[CH:26]=[C:25]([CH:41]=[CH:40][CH:39]=2)[CH:24]=[C:21]2[CH2:22][CH2:23][N:18]([C:9]([NH:8][C:5]3[CH:6]=[N:7][C:2]([Br:1])=[CH:3][CH:4]=3)=[O:10])[CH2:19][CH2:20]2)=[N:30][CH:31]=1. The catalyst class is: 16. (5) Reactant: [CH3:1][N:2]([CH3:21])[CH2:3][CH2:4][CH2:5][N:6]([CH3:20])[C:7]1[C:12]([N+:13]([O-])=O)=[CH:11][C:10]([C:16]([F:19])([F:18])[F:17])=[CH:9][N:8]=1. Product: [CH3:21][N:2]([CH3:1])[CH2:3][CH2:4][CH2:5][N:6]([CH3:20])[C:7]1[C:12]([NH2:13])=[CH:11][C:10]([C:16]([F:18])([F:19])[F:17])=[CH:9][N:8]=1. The catalyst class is: 319. (6) Reactant: [C:1](Cl)(=[O:6])[C:2]([CH3:5])([CH3:4])[CH3:3].[O:8]=[C:9]1[NH:13][C:12](=[O:14])[CH:11]([CH2:15][C:16]2[CH:26]=[CH:25][C:19]([O:20][CH2:21][C:22]([OH:24])=[O:23])=[CH:18][CH:17]=2)[S:10]1.C(N(CCCC)CCCC)CCC. Product: [O:8]=[C:9]1[NH:13][C:12](=[O:14])[CH:11]([CH2:15][C:16]2[CH:26]=[CH:25][C:19]([O:20][CH2:21][C:22]([OH:24])=[O:23])=[CH:18][CH:17]=2)[S:10]1.[C:1]([OH:6])(=[O:8])[C:2]([CH3:5])([CH3:4])[CH3:3]. The catalyst class is: 7.